Task: Predict the reaction yield, written as a fraction of the theoretical maximum amount of product (1.0 means a 100% yield; for example, 0.34 means a 34% yield).. Dataset: Reaction yield outcomes from USPTO patents with 853,638 reactions (1) The reactants are Cl[Sn]Cl.[F:4][C:5]1[C:10]([F:11])=[C:9]([C:12]#[C:13][C:14]2[CH:19]=[CH:18][CH:17]=[CH:16][C:15]=2[N+:20]([O-])=O)[C:8]([F:23])=[C:7]([F:24])[N:6]=1. The catalyst is CCO. The product is [F:4][C:5]1[C:10]([F:11])=[C:9]([C:12]#[C:13][C:14]2[CH:19]=[CH:18][CH:17]=[CH:16][C:15]=2[NH2:20])[C:8]([F:23])=[C:7]([F:24])[N:6]=1. The yield is 0.680. (2) The reactants are [Cl:1][C:2]1[C:10]2[N:9]=[C:8]([NH:11][C:12]3[C:17]([CH3:18])=[CH:16][C:15]([Cl:19])=[CH:14][C:13]=3[O:20][CH3:21])[N:7]([CH2:22][C:23]([O:25]C(C)C)=[O:24])[C:6]=2[C:5]([CH:29]([CH2:32][CH3:33])[CH2:30][CH3:31])=[CH:4][CH:3]=1.[OH-].[Na+].O.Cl. The catalyst is CO. The product is [Cl:1][C:2]1[C:10]2[N:9]=[C:8]([NH:11][C:12]3[C:17]([CH3:18])=[CH:16][C:15]([Cl:19])=[CH:14][C:13]=3[O:20][CH3:21])[N:7]([CH2:22][C:23]([OH:25])=[O:24])[C:6]=2[C:5]([CH:29]([CH2:32][CH3:33])[CH2:30][CH3:31])=[CH:4][CH:3]=1. The yield is 0.991. (3) The reactants are Br[C:2]1[CH:7]=[CH:6][C:5]([C:8](=[O:10])[CH3:9])=[CH:4][CH:3]=1.[CH2:11]=[CH:12][C:13]1[CH:18]=[CH:17][CH:16]=[CH:15][CH:14]=1.C(N(CC)CC)C. The catalyst is CC([O-])=O.CC([O-])=O.[Pd+2]. The product is [C:8]([C:5]1[CH:6]=[CH:7][C:2](/[CH:11]=[CH:12]/[C:13]2[CH:18]=[CH:17][CH:16]=[CH:15][CH:14]=2)=[CH:3][CH:4]=1)(=[O:10])[CH3:9]. The yield is 0.860. (4) The reactants are CS(C)=O.[CH3:5][C:6]1[CH:7]=[C:8]([OH:19])[C:9]([C:13]2[N:18]=[CH:17][CH:16]=[CH:15][N:14]=2)=[N:10][C:11]=1[CH3:12].Cl[C:21]1[C:30]2[C:25](=[CH:26][C:27]([O:33][CH3:34])=[C:28]([O:31][CH3:32])[CH:29]=2)[N:24]=[CH:23][CH:22]=1.C(=O)([O-])[O-].[Cs+].[Cs+]. The catalyst is O. The product is [CH3:5][C:6]1[CH:7]=[C:8]([O:19][C:21]2[C:30]3[C:25](=[CH:26][C:27]([O:33][CH3:34])=[C:28]([O:31][CH3:32])[CH:29]=3)[N:24]=[CH:23][CH:22]=2)[C:9]([C:13]2[N:14]=[CH:15][CH:16]=[CH:17][N:18]=2)=[N:10][C:11]=1[CH3:12]. The yield is 0.550. (5) The reactants are Br[C:2]1[CH:3]=[CH:4][C:5]([CH3:10])=[C:6]([CH:9]=1)[CH:7]=[O:8].[C:11]([C:14]1[CH:19]=[CH:18][C:17](B(O)O)=[CH:16][CH:15]=1)([OH:13])=[O:12].[C:23]([O-])([O-])=O.[Na+].[Na+].CI.C([O-])([O-])=O.[K+].[K+]. The catalyst is COCCOC.C1C=CC([P]([Pd]([P](C2C=CC=CC=2)(C2C=CC=CC=2)C2C=CC=CC=2)([P](C2C=CC=CC=2)(C2C=CC=CC=2)C2C=CC=CC=2)[P](C2C=CC=CC=2)(C2C=CC=CC=2)C2C=CC=CC=2)(C2C=CC=CC=2)C2C=CC=CC=2)=CC=1.CCOC(C)=O.CN(C=O)C. The product is [CH:7]([C:6]1[CH:9]=[C:2]([C:17]2[CH:18]=[CH:19][C:14]([C:11]([O:13][CH3:23])=[O:12])=[CH:15][CH:16]=2)[CH:3]=[CH:4][C:5]=1[CH3:10])=[O:8]. The yield is 0.480. (6) The reactants are [CH3:1][N:2]([C:9]1[CH:14]=[CH:13][CH:12]=[C:11]([N+:15]([O-])=O)[CH:10]=1)[C:3]1[CH:4]=[N:5][CH:6]=[CH:7][CH:8]=1.Cl[Sn]Cl.[OH-].[Na+]. The catalyst is O1CCOCC1.Cl. The product is [CH3:1][N:2]([C:3]1[CH:4]=[N:5][CH:6]=[CH:7][CH:8]=1)[C:9]1[CH:14]=[CH:13][CH:12]=[C:11]([NH2:15])[CH:10]=1. The yield is 0.990.